From a dataset of Forward reaction prediction with 1.9M reactions from USPTO patents (1976-2016). Predict the product of the given reaction. Given the reactants [NH2:1][C:2]1[CH:22]=[C:21]([C:23]2[N:27]=[C:26]([CH3:28])[O:25][N:24]=2)[CH:20]=[CH:19][C:3]=1[CH2:4][NH:5][C:6](=[O:18])[C:7]1[CH:12]=[C:11]([O:13][CH3:14])[C:10]([CH3:15])=[C:9]([O:16][CH3:17])[CH:8]=1.[N:29]1C=CC=[CH:31][CH:30]=1.Br.BrCCN.[OH-].[Na+], predict the reaction product. The product is: [NH2:29][CH2:30][CH2:31][NH:1][C:2]1[CH:22]=[C:21]([C:23]2[N:27]=[C:26]([CH3:28])[O:25][N:24]=2)[CH:20]=[CH:19][C:3]=1[CH2:4][NH:5][C:6](=[O:18])[C:7]1[CH:12]=[C:11]([O:13][CH3:14])[C:10]([CH3:15])=[C:9]([O:16][CH3:17])[CH:8]=1.